Dataset: Reaction yield outcomes from USPTO patents with 853,638 reactions. Task: Predict the reaction yield, written as a fraction of the theoretical maximum amount of product (1.0 means a 100% yield; for example, 0.34 means a 34% yield). (1) No catalyst specified. The reactants are [CH2:1]([C:3]1[C:8](=[O:9])[NH:7][C:6]([CH3:10])=[C:5]([C:11]2[S:15][C:14]([S:16](Cl)(=[O:18])=[O:17])=[CH:13][CH:12]=2)[CH:4]=1)[CH3:2].[CH3:20][C:21]1[O:25][C:24]([CH2:26][NH2:27])=[CH:23][CH:22]=1. The yield is 0.930. The product is [CH3:20][C:21]1[O:25][C:24]([CH2:26][NH:27][S:16]([C:14]2[S:15][C:11]([C:5]3[CH:4]=[C:3]([CH2:1][CH3:2])[C:8](=[O:9])[NH:7][C:6]=3[CH3:10])=[CH:12][CH:13]=2)(=[O:18])=[O:17])=[CH:23][CH:22]=1. (2) The reactants are [NH2:1][C@H:2]1[CH2:7][CH2:6][C@H:5]([OH:8])[CH2:4][CH2:3]1.[C:9]([C:11]1[CH:16]=[CH:15][N:14]2[N:17]=[CH:18][C:19]([C:20]3[N:25]=[C:24](N[C@@H]4CCCN(C(OC(C)(C)C)=O)C4)[CH:23]=[CH:22][N:21]=3)=[C:13]2[CH:12]=1)#[N:10]. The catalyst is CN(C=O)C. The product is [OH:8][C@H:5]1[CH2:6][CH2:7][C@H:2]([NH:1][C:22]2[CH:23]=[CH:24][N:25]=[C:20]([C:19]3[CH:18]=[N:17][N:14]4[CH:15]=[CH:16][C:11]([C:9]#[N:10])=[CH:12][C:13]=34)[N:21]=2)[CH2:3][CH2:4]1. The yield is 0.670. (3) The reactants are [Si:1]([O:8][CH2:9][CH:10]([C:12]1[CH:17]=[CH:16][C:15]([B:18]([OH:20])[OH:19])=[CH:14][CH:13]=1)C)([C:4]([CH3:7])([CH3:6])[CH3:5])([CH3:3])[CH3:2].Br[C:22]1C=CC(CC(O[Si](C(C)(C)C)(C)C)C)=CC=1. No catalyst specified. The product is [Si:1]([O:8][CH:9]([CH3:22])[CH2:10][C:12]1[CH:13]=[CH:14][C:15]([B:18]([OH:19])[OH:20])=[CH:16][CH:17]=1)([C:4]([CH3:5])([CH3:6])[CH3:7])([CH3:2])[CH3:3]. The yield is 0.540. (4) The yield is 0.800. The reactants are [NH2:1][C:2]1[CH:10]=[CH:9][C:8]([CH3:11])=[CH:7][C:3]=1[C:4]([OH:6])=[O:5].Cl[C:13](OCC)=[O:14]. The product is [CH3:11][C:8]1[CH:7]=[C:3]2[C:4]([O:6][C:13](=[O:14])[NH:1][C:2]2=[CH:10][CH:9]=1)=[O:5]. The catalyst is C(Cl)(=O)C.